This data is from Reaction yield outcomes from USPTO patents with 853,638 reactions. The task is: Predict the reaction yield, written as a fraction of the theoretical maximum amount of product (1.0 means a 100% yield; for example, 0.34 means a 34% yield). (1) The catalyst is C1(C)C=CC=CC=1.C(#N)C.O.ClCCl. The reactants are [C:1]([O:4][C@@H:5]1[C@H:19]([O:20][C:21]([O:23][CH2:24][C:25]2[C:37]3[CH2:36][C:35]4[C:30](=[CH:31][CH:32]=[CH:33][CH:34]=4)[C:29]=3[CH:28]=[CH:27][CH:26]=2)=[O:22])[C@@H:18]([O:38][CH2:39][C:40]2[CH:45]=[CH:44][CH:43]=[CH:42][CH:41]=2)[C@H:17]([CH3:46])[O:16][C@H:6]1[O:7]C1C=CC(OC)=CC=1)(=[O:3])[CH3:2].[N+]([O-])([O-])=O.[NH4+].[Ce].[H-].[Na+].[Cl:55][C:56]([Cl:60])([Cl:59])[C:57]#[N:58]. The yield is 0.940. The product is [Cl:55][C:56]([Cl:60])([Cl:59])[C:57](=[NH:58])[O:7][C@@H:6]1[O:16][C@@H:17]([CH3:46])[C@H:18]([O:38][CH2:39][C:40]2[CH:45]=[CH:44][CH:43]=[CH:42][CH:41]=2)[C@@H:19]([O:20][C:21]([O:23][CH2:24][C:25]2[C:37]3[CH2:36][C:35]4[C:30](=[CH:31][CH:32]=[CH:33][CH:34]=4)[C:29]=3[CH:28]=[CH:27][CH:26]=2)=[O:22])[C@H:5]1[O:4][C:1](=[O:3])[CH3:2]. (2) The reactants are [CH2:1]([O:8][CH2:9][C@H:10]([NH:28]C(=O)OC(C)(C)C)[C:11](=[O:27])[NH:12][C:13]1[S:14][C:15]2[CH:21]=[C:20]([O:22][C:23]([F:26])([F:25])[F:24])[CH:19]=[CH:18][C:16]=2[N:17]=1)[C:2]1[CH:7]=[CH:6][CH:5]=[CH:4][CH:3]=1. The catalyst is ClCCl.FC(F)(F)C(O)=O. The product is [NH2:28][C@@H:10]([CH2:9][O:8][CH2:1][C:2]1[CH:3]=[CH:4][CH:5]=[CH:6][CH:7]=1)[C:11]([NH:12][C:13]1[S:14][C:15]2[CH:21]=[C:20]([O:22][C:23]([F:25])([F:24])[F:26])[CH:19]=[CH:18][C:16]=2[N:17]=1)=[O:27]. The yield is 0.680. (3) The reactants are [C:1]([N:4]1[C:13]2[C:8](=[CH:9][C:10](Br)=[CH:11][CH:12]=2)[C@H:7]([NH:15]C(=O)OCC2C=CC=CC=2)[C@@H:6]([CH3:26])[C@@H:5]1[CH2:27][CH3:28])(=[O:3])[CH3:2].CC(C)([O-])C.[Na+].CN(C1C(C2C(P(C3CCCCC3)C3CCCCC3)=CC=CC=2)=CC=CC=1)C.[NH:63]1[CH2:68][CH2:67][O:66][CH2:65][CH2:64]1. The catalyst is O1CCOCC1.C1C=CC(/C=C/C(/C=C/C2C=CC=CC=2)=O)=CC=1.C1C=CC(/C=C/C(/C=C/C2C=CC=CC=2)=O)=CC=1.C1C=CC(/C=C/C(/C=C/C2C=CC=CC=2)=O)=CC=1.[Pd].[Pd]. The product is [NH2:15][C@H:7]1[C:8]2[C:13](=[CH:12][CH:11]=[C:10]([N:63]3[CH2:68][CH2:67][O:66][CH2:65][CH2:64]3)[CH:9]=2)[N:4]([C:1](=[O:3])[CH3:2])[C@@H:5]([CH2:27][CH3:28])[C@@H:6]1[CH3:26]. The yield is 0.366.